This data is from Full USPTO retrosynthesis dataset with 1.9M reactions from patents (1976-2016). The task is: Predict the reactants needed to synthesize the given product. (1) Given the product [Cl:32][C:10]1([C:17]2[CH:21]=[CH:20][S:19][CH:18]=2)[C:9]2[C:13](=[CH:14][CH:15]=[C:7]([C:6]3[C:2]([CH3:1])=[N:3][O:4][C:5]=3[CH3:23])[CH:8]=2)[NH:12][C:11]1=[O:16], predict the reactants needed to synthesize it. The reactants are: [CH3:1][C:2]1[C:6]([C:7]2[CH:8]=[C:9]3[C:13](=[CH:14][CH:15]=2)[NH:12][C:11](=[O:16])[C:10]3(O)[C:17]2[CH:21]=[CH:20][S:19][CH:18]=2)=[C:5]([CH3:23])[O:4][N:3]=1.N1C=CC=CC=1.O=S(Cl)[Cl:32]. (2) Given the product [CH2:24]([O:28][C:29]1[CH:34]=[CH:33][C:32]([S:35]([NH:18][CH:17]([CH2:16][C:15]2[C:22]3[C:12](=[CH:11][CH:10]=[C:9]([O:8][CH2:1][C:2]4[CH:3]=[CH:4][CH:5]=[CH:6][CH:7]=4)[CH:23]=3)[NH:13][CH:14]=2)[C:19]([OH:21])=[O:20])(=[O:37])=[O:36])=[CH:31][CH:30]=1)[C:25]#[C:26][CH3:27], predict the reactants needed to synthesize it. The reactants are: [CH2:1]([O:8][C:9]1[CH:23]=[C:22]2[C:12]([NH:13][CH:14]=[C:15]2[CH2:16][CH:17]([C:19]([OH:21])=[O:20])[NH2:18])=[CH:11][CH:10]=1)[C:2]1[CH:7]=[CH:6][CH:5]=[CH:4][CH:3]=1.[CH2:24]([O:28][C:29]1[CH:34]=[CH:33][C:32]([S:35](Cl)(=[O:37])=[O:36])=[CH:31][CH:30]=1)[C:25]#[C:26][CH3:27]. (3) The reactants are: Cl.[Cl:2][C:3]1[N:4]=[C:5]([C@@H:19]2[CH2:23][C@H:22]([CH:24]3[CH2:29][CH2:28][N:27]([S:30]([CH3:33])(=[O:32])=[O:31])[CH2:26][CH2:25]3)[CH2:21][NH:20]2)[NH:6][C:7]=1[C:8]1[CH:13]=[CH:12][C:11]([NH:14][C:15](=[O:18])[O:16][CH3:17])=[CH:10][CH:9]=1.[CH3:34][C:35]([O:38][C:39]([NH:41][C:42](=[N:53][C:54]([O:56][C:57]([CH3:60])([CH3:59])[CH3:58])=[O:55])[NH:43][C:44]1[CH:52]=[CH:51][C:47]([C:48](O)=[O:49])=[CH:46][CH:45]=1)=[O:40])([CH3:37])[CH3:36]. Given the product [CH3:60][C:57]([O:56][C:54]([NH:53][C:42](=[N:41][C:39]([O:38][C:35]([CH3:37])([CH3:36])[CH3:34])=[O:40])[NH:43][C:44]1[CH:52]=[CH:51][C:47]([C:48]([N:20]2[CH2:21][C@H:22]([CH:24]3[CH2:29][CH2:28][N:27]([S:30]([CH3:33])(=[O:32])=[O:31])[CH2:26][CH2:25]3)[CH2:23][C@@H:19]2[C:5]2[NH:6][C:7]([C:8]3[CH:13]=[CH:12][C:11]([NH:14][C:15](=[O:18])[O:16][CH3:17])=[CH:10][CH:9]=3)=[C:3]([Cl:2])[N:4]=2)=[O:49])=[CH:46][CH:45]=1)=[O:55])([CH3:58])[CH3:59], predict the reactants needed to synthesize it. (4) Given the product [ClH:34].[ClH:34].[NH:1]1[C:9]2[C:4](=[C:5]([C:10]3[CH:18]=[C:17]4[C:13]([CH:14]=[N:15][NH:16]4)=[C:12]([C:19]4[O:20][C:21]([CH2:24][N:25]5[CH2:26][CH2:27][N:28]([CH:31]([CH3:33])[CH3:32])[CH2:29][CH2:30]5)=[CH:22][N:23]=4)[CH:11]=3)[CH:6]=[CH:7][CH:8]=2)[CH:3]=[CH:2]1, predict the reactants needed to synthesize it. The reactants are: [NH:1]1[C:9]2[C:4](=[C:5]([C:10]3[CH:18]=[C:17]4[C:13]([CH:14]=[N:15][NH:16]4)=[C:12]([C:19]4[O:20][C:21]([CH2:24][N:25]5[CH2:30][CH2:29][N:28]([CH:31]([CH3:33])[CH3:32])[CH2:27][CH2:26]5)=[CH:22][N:23]=4)[CH:11]=3)[CH:6]=[CH:7][CH:8]=2)[CH:3]=[CH:2]1.[ClH:34].O1CCOCC1. (5) Given the product [NH2:1][C:2]1[CH:3]=[CH:4][C:5]([C:9]([O:11][CH3:17])=[O:10])=[N:6][C:7]=1[CH3:8], predict the reactants needed to synthesize it. The reactants are: [NH2:1][C:2]1[CH:3]=[CH:4][C:5]([C:9]([OH:11])=[O:10])=[N:6][C:7]=1[CH3:8].OS(O)(=O)=O.[CH3:17]O.